Dataset: Reaction yield outcomes from USPTO patents with 853,638 reactions. Task: Predict the reaction yield, written as a fraction of the theoretical maximum amount of product (1.0 means a 100% yield; for example, 0.34 means a 34% yield). The reactants are [C:1]1([C:7]2[C:8]([CH:17]([N:19]3C(=O)C4C(=CC=CC=4)C3=O)[CH3:18])=[N:9][C:10]3[C:15]([CH:16]=2)=[N:14][CH:13]=[CH:12][CH:11]=3)[CH:6]=[CH:5][CH:4]=[CH:3][CH:2]=1.NN. The catalyst is CCO. The product is [C:1]1([C:7]2[C:8]([CH:17]([NH2:19])[CH3:18])=[N:9][C:10]3[C:15]([CH:16]=2)=[N:14][CH:13]=[CH:12][CH:11]=3)[CH:2]=[CH:3][CH:4]=[CH:5][CH:6]=1. The yield is 0.960.